From a dataset of Reaction yield outcomes from USPTO patents with 853,638 reactions. Predict the reaction yield, written as a fraction of the theoretical maximum amount of product (1.0 means a 100% yield; for example, 0.34 means a 34% yield). (1) The reactants are Br[C:2]1[CH:3]=[C:4]([CH:8]([C:10]2[N:11]([CH3:15])[CH:12]=[CH:13][N:14]=2)[OH:9])[CH:5]=[N:6][CH:7]=1.[Cl:16][C:17]1[CH:18]=[C:19]2[C:24](=[CH:25][CH:26]=1)[C:23](=[O:27])[NH:22][CH2:21][CH2:20]2.C([O-])([O-])=O.[Cs+].[Cs+].O. The catalyst is O1CCOCC1.[Cu]I. The product is [Cl:16][C:17]1[CH:18]=[C:19]2[C:24](=[CH:25][CH:26]=1)[C:23](=[O:27])[N:22]([C:2]1[CH:7]=[N:6][CH:5]=[C:4]([C:8]([C:10]3[N:11]([CH3:15])[CH:12]=[CH:13][N:14]=3)=[O:9])[CH:3]=1)[CH2:21][CH2:20]2. The yield is 0.0250. (2) The reactants are Cl[C:2]1[CH:7]=[CH:6][N:5]=[C:4]([C:8]#[N:9])[CH:3]=1.[CH3:10][NH:11][C:12]1[CH:17]=[CH:16][C:15]([OH:18])=[CH:14][C:13]=1[N+:19]([O-:21])=[O:20].C([O-])([O-])=O.[K+].[K+].O. The catalyst is CS(C)=O. The product is [CH3:10][NH:11][C:12]1[CH:17]=[CH:16][C:15]([O:18][C:2]2[CH:7]=[CH:6][N:5]=[C:4]([C:8]#[N:9])[CH:3]=2)=[CH:14][C:13]=1[N+:19]([O-:21])=[O:20]. The yield is 0.760. (3) The reactants are Br[CH2:2][C:3]1[C:13]([Cl:14])=[N:12][CH:11]=[CH:10][C:4]=1[C:5]([O:7]CC)=O.Cl.[F:16][C:17]([F:31])([CH3:30])[CH2:18][O:19][C:20]1[CH:25]=[CH:24][C:23]([CH:26]([NH2:28])[CH3:27])=[CH:22][C:21]=1[CH3:29]. No catalyst specified. The product is [Cl:14][C:13]1[C:3]2[CH2:2][N:28]([CH:26]([C:23]3[CH:24]=[CH:25][C:20]([O:19][CH2:18][C:17]([F:16])([F:31])[CH3:30])=[C:21]([CH3:29])[CH:22]=3)[CH3:27])[C:5](=[O:7])[C:4]=2[CH:10]=[CH:11][N:12]=1. The yield is 0.760. (4) The product is [CH:22]1([C@@:16]([C:18]([O:20][CH3:21])=[O:19])([CH3:17])[NH:15][C:13]([C:4]2[C:3]([NH:2][C:42]([NH:41][C:30]3[C:31]([Cl:40])=[CH:32][C:33]([O:35][C:36]([F:37])([F:38])[F:39])=[CH:34][C:29]=3[Cl:28])=[O:43])=[CH:12][C:11]3[C:6](=[CH:7][CH:8]=[CH:9][CH:10]=3)[CH:5]=2)=[O:14])[CH2:23][CH2:24][CH2:25][CH2:26][CH2:27]1. The yield is 0.850. The catalyst is N1C=CC=CC=1. The reactants are Cl.[NH2:2][C:3]1[C:4]([C:13]([NH:15][C@:16]([CH:22]2[CH2:27][CH2:26][CH2:25][CH2:24][CH2:23]2)([C:18]([O:20][CH3:21])=[O:19])[CH3:17])=[O:14])=[CH:5][C:6]2[C:11]([CH:12]=1)=[CH:10][CH:9]=[CH:8][CH:7]=2.[Cl:28][C:29]1[CH:34]=[C:33]([O:35][C:36]([F:39])([F:38])[F:37])[CH:32]=[C:31]([Cl:40])[C:30]=1[N:41]=[C:42]=[O:43].CCCCCC.C(OCC)(=O)C. (5) The reactants are I[CH2:2][C@@H:3]([CH3:16])[CH2:4][N:5]1[C:10]2[CH:11]=[CH:12][CH:13]=[CH:14][C:9]=2[O:8][CH2:7][C:6]1=[O:15].[CH:17](=[C:21]1[CH2:26][CH2:25][NH:24][CH2:23][CH2:22]1)[CH2:18][CH2:19][CH3:20]. The catalyst is CC#N. The product is [CH:17](=[C:21]1[CH2:26][CH2:25][N:24]([CH2:2][C@@H:3]([CH3:16])[CH2:4][N:5]2[C:10]3[CH:11]=[CH:12][CH:13]=[CH:14][C:9]=3[O:8][CH2:7][C:6]2=[O:15])[CH2:23][CH2:22]1)[CH2:18][CH2:19][CH3:20]. The yield is 0.640. (6) The reactants are [CH:1]1([C:4]2[C:8]([CH:9]=[O:10])=[CH:7][N:6]([C:11]3[CH:16]=[CH:15][C:14]([O:17][CH3:18])=[CH:13][CH:12]=3)[N:5]=2)[CH2:3][CH2:2]1.[CH2:19]([Mg]Br)[CH:20]([CH3:22])[CH3:21]. The catalyst is O1CCCC1. The product is [CH:1]1([C:4]2[C:8]([CH:9]([OH:10])[CH2:19][CH:20]([CH3:22])[CH3:21])=[CH:7][N:6]([C:11]3[CH:12]=[CH:13][C:14]([O:17][CH3:18])=[CH:15][CH:16]=3)[N:5]=2)[CH2:2][CH2:3]1. The yield is 0.820. (7) The reactants are [CH2:1]([N:6]1[C:14]2[N:13]=[CH:12][NH:11][C:10]=2[C:9](=[O:15])[N:8]2[C:16]([C:19]3[CH:24]=[CH:23][CH:22]=[CH:21][CH:20]=3)=[N:17][N:18]=[C:7]12)[CH2:2][CH2:3][CH2:4][CH3:5].[Br:25]N1C(=O)CCC1=O. The catalyst is C1COCC1. The product is [Br:25][C:12]1[NH:11][C:10]2[C:9](=[O:15])[N:8]3[C:16]([C:19]4[CH:24]=[CH:23][CH:22]=[CH:21][CH:20]=4)=[N:17][N:18]=[C:7]3[N:6]([CH2:1][CH2:2][CH2:3][CH2:4][CH3:5])[C:14]=2[N:13]=1. The yield is 0.233. (8) The reactants are [Cl:1][C:2]1[CH:3]=[C:4]2[C:9](=[CH:10][C:11]=1[O:12][C:13]1[CH:18]=[CH:17][C:16]([C:19](=[O:32])[NH:20][CH:21]([CH2:30][OH:31])[CH2:22][C:23]3[CH:28]=[CH:27][C:26]([Cl:29])=[CH:25][CH:24]=3)=[CH:15][CH:14]=1)[O:8][CH2:7][CH2:6][CH:5]2[C:33]([OH:35])=[O:34].C[O-].[Na+:38]. The catalyst is CO. The product is [Cl:1][C:2]1[CH:3]=[C:4]2[C:9](=[CH:10][C:11]=1[O:12][C:13]1[CH:18]=[CH:17][C:16]([C:19](=[O:32])[NH:20][CH:21]([CH2:30][OH:31])[CH2:22][C:23]3[CH:28]=[CH:27][C:26]([Cl:29])=[CH:25][CH:24]=3)=[CH:15][CH:14]=1)[O:8][CH2:7][CH2:6][CH:5]2[C:33]([O-:35])=[O:34].[Na+:38]. The yield is 0.959. (9) The reactants are [OH-].[Na+].[CH2:3]([OH:21])[CH2:4][O:5][CH2:6][CH2:7][O:8][CH2:9][CH2:10][O:11][CH2:12][CH2:13][O:14][CH2:15][CH2:16][O:17][CH2:18][CH2:19][OH:20].[CH2:22](Cl)[C:23]1[CH:28]=[CH:27][CH:26]=[CH:25][CH:24]=1. The catalyst is O.[Cl-].[Na+].O. The product is [CH2:22]([O:20][CH2:19][CH2:18][O:17][CH2:16][CH2:15][O:14][CH2:13][CH2:12][O:11][CH2:10][CH2:9][O:8][CH2:7][CH2:6][O:5][CH2:4][CH2:3][OH:21])[C:23]1[CH:28]=[CH:27][CH:26]=[CH:25][CH:24]=1. The yield is 0.700. (10) The reactants are [N+:1]([C:4]1[CH:9]=[CH:8][C:7]([S:10]([NH:13][CH:14]([CH2:20][CH:21]=[C:22]2[CH2:27][CH2:26][O:25][CH2:24][CH2:23]2)[C:15]([O:17][CH2:18][CH3:19])=[O:16])(=[O:12])=[O:11])=[CH:6][CH:5]=1)([O-:3])=[O:2].FC(F)(F)S(O)(=O)=O. The catalyst is C(Cl)(Cl)Cl.ClCCl. The product is [N+:1]([C:4]1[CH:9]=[CH:8][C:7]([S:10]([N:13]2[C:22]3([CH2:27][CH2:26][O:25][CH2:24][CH2:23]3)[CH2:21][CH2:20][CH:14]2[C:15]([O:17][CH2:18][CH3:19])=[O:16])(=[O:11])=[O:12])=[CH:6][CH:5]=1)([O-:3])=[O:2]. The yield is 0.790.